This data is from Catalyst prediction with 721,799 reactions and 888 catalyst types from USPTO. The task is: Predict which catalyst facilitates the given reaction. Reactant: [Cl:1][C:2]1[CH:7]=[CH:6][CH:5]=[C:4]([Cl:8])[C:3]=1[N:9]1[C:18]2[C:13](=[C:14]([C:29]3[CH:34]=[CH:33][CH:32]=[CH:31][C:30]=3[Cl:35])[CH:15]=[C:16]([CH:19]3[CH2:25][CH2:24][N:23]([CH2:26][CH3:27])[C:22](=O)[CH2:21][CH2:20]3)[CH:17]=2)[CH2:12][NH:11][C:10]1=[O:36].[SiH](CC)(CC)CC.B(F)(F)F.CCOCC. Product: [Cl:8][C:4]1[CH:5]=[CH:6][CH:7]=[C:2]([Cl:1])[C:3]=1[N:9]1[C:18]2[C:13](=[C:14]([C:29]3[CH:34]=[CH:33][CH:32]=[CH:31][C:30]=3[Cl:35])[CH:15]=[C:16]([CH:19]3[CH2:25][CH2:24][N:23]([CH2:26][CH3:27])[CH2:22][CH2:21][CH2:20]3)[CH:17]=2)[CH2:12][NH:11][C:10]1=[O:36]. The catalyst class is: 1.